From a dataset of Reaction yield outcomes from USPTO patents with 853,638 reactions. Predict the reaction yield, written as a fraction of the theoretical maximum amount of product (1.0 means a 100% yield; for example, 0.34 means a 34% yield). The yield is 0.790. The product is [CH3:1][O:2][C:3]([C:5]1[S:14][C:8]2=[N:9][CH:10]=[C:11]([C:29]3[CH:34]=[CH:33][CH:32]=[CH:31][CH:30]=3)[CH:12]=[C:7]2[C:6]=1[O:15][CH2:16][C:17]([O:19][C:20]([CH3:23])([CH3:22])[CH3:21])=[O:18])=[O:4]. The catalyst is CC([O-])=O.CC([O-])=O.[Pd+2]. The reactants are [CH3:1][O:2][C:3]([C:5]1[S:14][C:8]2=[N:9][CH:10]=[C:11](Br)[CH:12]=[C:7]2[C:6]=1[O:15][CH2:16][C:17]([O:19][C:20]([CH3:23])([CH3:22])[CH3:21])=[O:18])=[O:4].C(P(C(C)(C)C)[C:29]1[CH:34]=[CH:33][CH:32]=[CH:31][C:30]=1[C:29]1[CH:34]=[CH:33][CH:32]=[CH:31][CH:30]=1)(C)(C)C.[F-].[K+].C1(B(O)O)C=CC=CC=1.